Task: Predict the reactants needed to synthesize the given product.. Dataset: Full USPTO retrosynthesis dataset with 1.9M reactions from patents (1976-2016) (1) Given the product [CH2:1]([O:3][C:4]([C:5]1[C:6]([CH2:12][CH2:13][CH3:14])=[C:7]([OH:9])[N:21]=[C:18]([CH3:19])[N:20]=1)=[O:16])[CH3:2], predict the reactants needed to synthesize it. The reactants are: [CH2:1]([O:3][C:4](=[O:16])[C:5](=O)[CH:6]([CH2:12][CH2:13][CH3:14])[C:7]([O:9]CC)=O)[CH3:2].Cl.[C:18]([NH2:21])(=[NH:20])[CH3:19].C([O-])([O-])=O.[K+].[K+]. (2) Given the product [N:1]1([CH2:5][C@H:6]([NH:7][C:20]2[C:21]3[CH:29]=[N:28][CH:27]=[C:26]([C:30]([NH2:32])=[O:31])[C:22]=3[N:23]=[CH:24][N:25]=2)[C:8]2[CH:13]=[CH:12][C:11]([Cl:14])=[C:10]([C:15]([F:18])([F:16])[F:17])[CH:9]=2)[CH2:4][CH2:3][CH2:2]1, predict the reactants needed to synthesize it. The reactants are: [N:1]1([CH2:5][C@@H:6]([C:8]2[CH:13]=[CH:12][C:11]([Cl:14])=[C:10]([C:15]([F:18])([F:17])[F:16])[CH:9]=2)[NH2:7])[CH2:4][CH2:3][CH2:2]1.O[C:20]1[C:21]2[CH:29]=[N:28][CH:27]=[C:26]([C:30]([NH2:32])=[O:31])[C:22]=2[N:23]=[CH:24][N:25]=1. (3) Given the product [CH2:22]([C:19]1[CH:20]=[CH:21][C:16]([C:8]2[C:7]([CH2:6][O:5][C:25]3[C:34]4[C:29](=[CH:30][CH:31]=[CH:32][CH:33]=4)[C:28]([CH2:35][CH2:36][C:37]([OH:39])=[O:38])=[CH:27][CH:26]=3)=[C:11]([C:12]([F:15])([F:14])[F:13])[S:10][N:9]=2)=[CH:17][CH:18]=1)[CH3:23], predict the reactants needed to synthesize it. The reactants are: CS([O:5][CH2:6][C:7]1[C:8]([C:16]2[CH:21]=[CH:20][C:19]([CH2:22][CH3:23])=[CH:18][CH:17]=2)=[N:9][S:10][C:11]=1[C:12]([F:15])([F:14])[F:13])(=O)=O.O[C:25]1[C:34]2[C:29](=[CH:30][CH:31]=[CH:32][CH:33]=2)[C:28]([CH2:35][CH2:36][C:37]([O:39]CC)=[O:38])=[CH:27][CH:26]=1. (4) Given the product [Cl:1][C:2]([Cl:36])([Cl:37])[CH2:3][O:4][C:5](=[O:35])[C:6]1[CH:11]=[CH:10][CH:9]=[CH:8][C:7]=1[CH2:12][S:13][C:14]1[CH:19]=[CH:18][CH:17]=[C:16]([CH2:20][C:21]([O:23][CH2:73][CH2:72][C:69]2[CH:68]=[CH:67][C:66]([C:65]([F:64])([F:75])[F:76])=[CH:71][CH:70]=2)=[O:22])[CH:15]=1, predict the reactants needed to synthesize it. The reactants are: [Cl:1][C:2]([Cl:37])([Cl:36])[CH2:3][O:4][C:5](=[O:35])[C:6]1[CH:11]=[CH:10][CH:9]=[CH:8][C:7]=1[CH2:12][S:13][C:14]1[CH:19]=[CH:18][CH:17]=[C:16]([CH2:20][C:21]([O:23]CC2C=CC(C(F)(F)F)=CC=2)=[O:22])[CH:15]=1.ClC(Cl)(Cl)COC(=O)C1C=CC=CC=1CSC1C=CC=C(CC(O)=O)C=1.[F:64][C:65]([F:76])([F:75])[C:66]1[CH:71]=[CH:70][C:69]([CH:72](O)[CH3:73])=[CH:68][CH:67]=1.C(Cl)Cl.